From a dataset of Reaction yield outcomes from USPTO patents with 853,638 reactions. Predict the reaction yield, written as a fraction of the theoretical maximum amount of product (1.0 means a 100% yield; for example, 0.34 means a 34% yield). (1) The reactants are [CH3:1][O:2][C:3]1[CH:8]=[CH:7][C:6]([C:9]2[C:17]3[C:12](=[CH:13][CH:14]=[C:15]([C:18]#[N:19])[CH:16]=3)[N:11](C3CCCCO3)[N:10]=2)=[CH:5][CH:4]=1.O1CCOCC1.Cl.O. The catalyst is CCOC(C)=O. The product is [CH3:1][O:2][C:3]1[CH:4]=[CH:5][C:6]([C:9]2[C:17]3[C:12](=[CH:13][CH:14]=[C:15]([C:18]#[N:19])[CH:16]=3)[NH:11][N:10]=2)=[CH:7][CH:8]=1. The yield is 0.710. (2) The reactants are [ClH:1].[OH:2][NH:3][C:4]([C:6]1([S:15]([C:18]2[CH:23]=[CH:22][C:21]([O:24][C:25]3[CH:30]=[CH:29][CH:28]=[CH:27][CH:26]=3)=[CH:20][CH:19]=2)(=[O:17])=[O:16])[CH2:11][CH2:10][N:9]([CH2:12][C:13]#[CH:14])[CH2:8][CH2:7]1)=[O:5].C(O)(=O)C.C(OC1(O[Si](C)(C)C)CC1)C.C([BH3-])#N.[Na+]. The product is [ClH:1].[CH:12]1([N:9]2[CH2:8][CH2:7][C:6]([S:15]([C:18]3[CH:19]=[CH:20][C:21]([O:24][C:25]4[CH:30]=[CH:29][CH:28]=[CH:27][CH:26]=4)=[CH:22][CH:23]=3)(=[O:17])=[O:16])([C:4]([NH:3][OH:2])=[O:5])[CH2:11][CH2:10]2)[CH2:14][CH2:13]1. The yield is 0.860. The catalyst is CO. (3) The reactants are [OH:1][C@@H:2]([CH2:6][N:7]([C:12]1[CH:17]=[CH:16][C:15]([O:18][C:19]2[CH:24]=[CH:23][C:22]([C:25]([F:28])([F:27])[F:26])=[CH:21][CH:20]=2)=[CH:14][CH:13]=1)[S:8]([CH3:11])(=[O:10])=[O:9])[C:3]([OH:5])=[O:4].[C:29]1(C)[CH:34]=CC(S(O)(=O)=O)=C[CH:30]=1.CCOCC.O.C([O-])(O)=O.[Na+]. The catalyst is COC(OC)(C)C. The product is [CH3:30][C:29]1([CH3:34])[O:4][C:3](=[O:5])[C@H:2]([CH2:6][N:7]([C:12]2[CH:13]=[CH:14][C:15]([O:18][C:19]3[CH:20]=[CH:21][C:22]([C:25]([F:28])([F:26])[F:27])=[CH:23][CH:24]=3)=[CH:16][CH:17]=2)[S:8]([CH3:11])(=[O:9])=[O:10])[O:1]1. The yield is 0.710. (4) The reactants are [C:1]([O:5][C:6]([C:8]([NH2:12])([OH:11])[CH2:9][CH3:10])=[O:7])([CH3:4])([CH3:3])[CH3:2].[CH:13]1[CH:14]=[CH:15][C:16]([C:19]2[CH:20]=[CH:21][C:22]([C:25]([CH2:27][CH2:28][C:29]([OH:31])=[O:30])=[O:26])=[CH:23][CH:24]=2)=[CH:17][CH:18]=1.ClCCl.CCN=C=NCCCN(C)C.Cl. The catalyst is CN(C1C=CN=CC=1)C.CN(C=O)C.ClCCl.C(OCC)(=O)C. The product is [C:6]([C:8]([NH2:12])([OH:11])[CH2:9][CH3:10])([O:5][C:1]([CH3:2])([CH3:4])[CH3:3])=[O:7].[CH:13]1[CH:18]=[CH:17][C:16]([C:19]2[CH:20]=[CH:21][C:22]([C:25]([CH2:27][CH2:28][C:29]([OH:31])=[O:30])=[O:26])=[CH:23][CH:24]=2)=[CH:15][CH:14]=1. The yield is 0.830.